From a dataset of Forward reaction prediction with 1.9M reactions from USPTO patents (1976-2016). Predict the product of the given reaction. Given the reactants [O:1]=[C:2]1[O:8][C@H:7]([C@H:9]([CH2:11][OH:12])[OH:10])[C:5]([OH:6])=[C:3]1[OH:4].[CH3:13][C:14]([CH2:21][CH2:22][CH2:23][CH:24]([CH3:36])[CH2:25][CH2:26][CH2:27][CH:28]([CH3:35])[CH2:29][CH2:30][CH2:31][CH:32]([CH3:34])[CH3:33])=[CH:15][CH2:16][C:17](OC)=[O:18].O, predict the reaction product. The product is: [CH3:13][C:14]([CH2:21][CH2:22][CH2:23][CH:24]([CH3:36])[CH2:25][CH2:26][CH2:27][CH:28]([CH3:35])[CH2:29][CH2:30][CH2:31][CH:32]([CH3:34])[CH3:33])=[CH:15][CH2:16][C:17]([O:4][C:3]1[C:2]([O:8][C@H:7]([C@H:9]([CH2:11][OH:12])[OH:10])[C:5]=1[OH:6])=[O:1])=[O:18].